Regression. Given a peptide amino acid sequence and an MHC pseudo amino acid sequence, predict their binding affinity value. This is MHC class I binding data. From a dataset of Peptide-MHC class I binding affinity with 185,985 pairs from IEDB/IMGT. (1) The peptide sequence is SLLDEDSKI. The MHC is HLA-A02:01 with pseudo-sequence HLA-A02:01. The binding affinity (normalized) is 0.521. (2) The binding affinity (normalized) is 0.0847. The peptide sequence is IQIQATETA. The MHC is HLA-B51:01 with pseudo-sequence HLA-B51:01. (3) The peptide sequence is VLMHRGKRI. The MHC is HLA-B08:01 with pseudo-sequence HLA-B08:01. The binding affinity (normalized) is 0.579. (4) The peptide sequence is KQFYIFNTH. The MHC is HLA-B51:01 with pseudo-sequence HLA-B51:01. The binding affinity (normalized) is 0.0847.